Dataset: Full USPTO retrosynthesis dataset with 1.9M reactions from patents (1976-2016). Task: Predict the reactants needed to synthesize the given product. (1) Given the product [Br:14][CH2:11][C:6]1[CH:7]=[C:8]([CH3:10])[CH:9]=[C:4]([CH2:3][O:2][CH3:1])[CH:5]=1, predict the reactants needed to synthesize it. The reactants are: [CH3:1][O:2][CH2:3][C:4]1[CH:5]=[C:6]([CH2:11]O)[CH:7]=[C:8]([CH3:10])[CH:9]=1.P(Br)(Br)[Br:14].O. (2) Given the product [Br:1][C:2]1[CH:7]=[CH:6][C:5]([S:13][CH3:12])=[CH:4][C:3]=1[O:9][CH2:10][CH3:11], predict the reactants needed to synthesize it. The reactants are: [Br:1][C:2]1[CH:7]=[CH:6][C:5](F)=[CH:4][C:3]=1[O:9][CH2:10][CH3:11].[CH3:12][S-:13].[Na+].C(I)C.O. (3) Given the product [F:7][C:8]1[CH:15]=[CH:14][C:11]([CH2:12][N:13]2[CH2:5][CH:4]=[CH:3][CH2:2]2)=[CH:10][CH:9]=1, predict the reactants needed to synthesize it. The reactants are: Cl[CH2:2]/[CH:3]=[CH:4]\[CH2:5]Cl.[F:7][C:8]1[CH:15]=[CH:14][C:11]([CH2:12][NH2:13])=[CH:10][CH:9]=1. (4) The reactants are: [Cl:1][C:2]1[C:11]([C:12]2[CH:17]=[CH:16][C:15]([C:18]3[CH:19]=[N:20][N:21]([CH3:23])[CH:22]=3)=[CH:14][CH:13]=2)=[C:10]2[C:5]([CH:6]=[CH:7][C:8](=O)[NH:9]2)=[CH:4][N:3]=1.P(Cl)(Cl)([Cl:27])=O.CN(C=O)C. Given the product [Cl:27][C:8]1[CH:7]=[CH:6][C:5]2[C:10](=[C:11]([C:12]3[CH:17]=[CH:16][C:15]([C:18]4[CH:19]=[N:20][N:21]([CH3:23])[CH:22]=4)=[CH:14][CH:13]=3)[C:2]([Cl:1])=[N:3][CH:4]=2)[N:9]=1, predict the reactants needed to synthesize it. (5) Given the product [CH3:31][O:30][C:28]1[CH:27]=[C:25]([NH:26][CH:2]([C:15]2[CH:20]=[CH:19][CH:18]=[CH:17][CH:16]=2)[C:3]([C:5]2[C:13]3[C:8](=[CH:9][CH:10]=[C:11]([F:14])[CH:12]=3)[NH:7][CH:6]=2)=[O:4])[CH:24]=[C:23]([O:22][CH3:21])[CH:29]=1, predict the reactants needed to synthesize it. The reactants are: Cl[CH:2]([C:15]1[CH:20]=[CH:19][CH:18]=[CH:17][CH:16]=1)[C:3]([C:5]1[C:13]2[C:8](=[CH:9][CH:10]=[C:11]([F:14])[CH:12]=2)[NH:7][CH:6]=1)=[O:4].[CH3:21][O:22][C:23]1[CH:24]=[C:25]([CH:27]=[C:28]([O:30][CH3:31])[CH:29]=1)[NH2:26]. (6) Given the product [CH3:1][N:2]1[CH2:3][CH2:4][N:5]([C:8]2[C:13]3[CH2:14][C@H:15]([NH:18][C:19](=[O:32])[C:20]4[CH:21]=[CH:22][C:23]([N:26]5[CH2:27][CH2:28][N:29]([CH2:44][CH2:45][O:46][CH2:47][C:48]6[CH:53]=[CH:52][CH:51]=[CH:50][CH:49]=6)[CH2:30][CH2:31]5)=[CH:24][CH:25]=4)[CH2:16][O:17][C:12]=3[CH:11]=[CH:10][CH:9]=2)[CH2:6][CH2:7]1, predict the reactants needed to synthesize it. The reactants are: [CH3:1][N:2]1[CH2:7][CH2:6][N:5]([C:8]2[C:13]3[CH2:14][C@H:15]([NH:18][C:19](=[O:32])[C:20]4[CH:25]=[CH:24][C:23]([N:26]5[CH2:31][CH2:30][NH:29][CH2:28][CH2:27]5)=[CH:22][CH:21]=4)[CH2:16][O:17][C:12]=3[CH:11]=[CH:10][CH:9]=2)[CH2:4][CH2:3]1.C(=O)([O-])[O-].[K+].[K+].S(O[CH2:44][CH2:45][O:46][CH2:47][C:48]1[CH:53]=[CH:52][CH:51]=[CH:50][CH:49]=1)(=O)(=O)C. (7) Given the product [Cl:20][C:17]1[CH:18]=[CH:19][C:14]([C:12]2[CH:11]=[C:10]([C:21]([F:24])([F:23])[F:22])[N:9]=[C:8]([C:4]3[CH:3]=[C:2]([C:29]4[CH:28]=[N:27][C:26]([NH2:25])=[N:31][CH:30]=4)[CH:7]=[CH:6][CH:5]=3)[CH:13]=2)=[CH:15][CH:16]=1, predict the reactants needed to synthesize it. The reactants are: Br[C:2]1[CH:3]=[C:4]([C:8]2[CH:13]=[C:12]([C:14]3[CH:19]=[CH:18][C:17]([Cl:20])=[CH:16][CH:15]=3)[CH:11]=[C:10]([C:21]([F:24])([F:23])[F:22])[N:9]=2)[CH:5]=[CH:6][CH:7]=1.[NH2:25][C:26]1[N:31]=[CH:30][C:29](B2OC(C)(C)C(C)(C)O2)=[CH:28][N:27]=1. (8) Given the product [I:7][C:8]1[CH:13]=[CH:12][CH:11]=[CH:10][C:9]=1[CH2:14][CH2:15][CH2:16][C:17]([CH3:18])=[CH2:1], predict the reactants needed to synthesize it. The reactants are: [CH3:1]C(C)([O-])C.[K+].[I:7][C:8]1[CH:13]=[CH:12][CH:11]=[CH:10][C:9]=1[CH2:14][CH2:15][CH2:16][C:17](=O)[CH3:18].O. (9) The reactants are: [CH3:1][O:2][C:3]([C:5]1[S:14][C:8]2=[N:9][CH:10]=[C:11]([NH2:13])[CH:12]=[C:7]2[C:6]=1[O:15][CH2:16][C:17]([O:19][C:20]([CH3:23])([CH3:22])[CH3:21])=[O:18])=[O:4].[C:24](OC(=O)C)(=[O:26])[CH3:25].Cl. Given the product [CH3:1][O:2][C:3]([C:5]1[S:14][C:8]2=[N:9][CH:10]=[C:11]([NH:13][C:24](=[O:26])[CH3:25])[CH:12]=[C:7]2[C:6]=1[O:15][CH2:16][C:17]([O:19][C:20]([CH3:23])([CH3:22])[CH3:21])=[O:18])=[O:4], predict the reactants needed to synthesize it. (10) Given the product [Cl:19][C:20]1[C:25]([F:26])=[CH:24][CH:23]=[CH:22][C:21]=1[C:11]1[S:12][CH:13]=[C:14]([C:16]([OH:18])=[O:17])[N:15]=1, predict the reactants needed to synthesize it. The reactants are: FC1C=C(OC)C=C(F)C=1[C:11]1[S:12][CH:13]=[C:14]([C:16]([OH:18])=[O:17])[N:15]=1.[Cl:19][C:20]1[C:25]([F:26])=[CH:24][CH:23]=[CH:22][C:21]=1B(O)O.